This data is from Catalyst prediction with 721,799 reactions and 888 catalyst types from USPTO. The task is: Predict which catalyst facilitates the given reaction. (1) Reactant: [CH3:1][P:2]([CH2:5][C:6]1[CH:7]=[C:8]([N:12]2[C:16](C(O)=O)=[CH:15][C:14]([CH:20]([CH3:22])[CH3:21])=[N:13]2)[CH:9]=[CH:10][CH:11]=1)([CH3:4])=[O:3].C([N:25]([CH2:28]C)CC)C.C1C=CC(P(N=[N+]=[N-])(C2C=CC=CC=2)=[O:37])=CC=1.[Cl:47][C:48]1[N:53]=[C:52]([O:54][C:55]2[C:64]3[C:59](=[CH:60][CH:61]=[CH:62][CH:63]=3)[C:58]([NH2:65])=[CH:57][CH:56]=2)[CH:51]=[CH:50][N:49]=1. Product: [Cl:47][C:48]1[N:53]=[C:52]([O:54][C:55]2[C:64]3[C:59](=[CH:60][CH:61]=[CH:62][CH:63]=3)[C:58]([NH:65][C:28]([NH:25][C:16]3[N:12]([C:8]4[CH:9]=[CH:10][CH:11]=[C:6]([CH2:5][P:2]([CH3:1])([CH3:4])=[O:3])[CH:7]=4)[N:13]=[C:14]([CH:20]([CH3:21])[CH3:22])[CH:15]=3)=[O:37])=[CH:57][CH:56]=2)[CH:51]=[CH:50][N:49]=1. The catalyst class is: 12. (2) Reactant: C[O:2][C:3](=[O:25])[C:4]1[CH:9]=[C:8]([N:10]2[C:14]([CH:15]([CH3:17])[CH3:16])=[N:13][N:12]=[N:11]2)[CH:7]=[C:6]([C:18]2[CH:23]=[CH:22][C:21]([Cl:24])=[CH:20][N:19]=2)[CH:5]=1.[Li+].[OH-]. Product: [Cl:24][C:21]1[CH:22]=[CH:23][C:18]([C:6]2[CH:5]=[C:4]([CH:9]=[C:8]([N:10]3[C:14]([CH:15]([CH3:17])[CH3:16])=[N:13][N:12]=[N:11]3)[CH:7]=2)[C:3]([OH:25])=[O:2])=[N:19][CH:20]=1. The catalyst class is: 90. (3) Reactant: [Cl:1][C:2]1[N:7]=[C:6](Cl)[C:5]([N+:9]([O-:11])=[O:10])=[CH:4][N:3]=1.[S-:12][C:13]#[N:14].[K+]. Product: [Cl:1][C:2]1[N:7]=[C:6]([S:12][C:13]#[N:14])[C:5]([N+:9]([O-:11])=[O:10])=[CH:4][N:3]=1. The catalyst class is: 313. (4) Reactant: [F:1][C:2]1[CH:3]=[C:4]([N+:26]([O-])=O)[C:5]([CH3:25])=[C:6]([CH:24]=1)[CH2:7][N:8]1[CH2:13][CH2:12][N:11]([C:14]([C:16]2[CH:21]=[CH:20][CH:19]=[C:18]([F:22])[CH:17]=2)=[O:15])[C@@H:10]([CH3:23])[CH2:9]1. Product: [NH2:26][C:4]1[C:5]([CH3:25])=[C:6]([CH:24]=[C:2]([F:1])[CH:3]=1)[CH2:7][N:8]1[CH2:13][CH2:12][N:11]([C:14]([C:16]2[CH:21]=[CH:20][CH:19]=[C:18]([F:22])[CH:17]=2)=[O:15])[C@@H:10]([CH3:23])[CH2:9]1. The catalyst class is: 19. (5) Reactant: Cl[C:2]1[CH:7]=[CH:6][N:5]2[N:8]=[C:9]([C:22]3[CH:27]=[CH:26][C:25]([F:28])=[CH:24][CH:23]=3)[C:10]([C:11]([N:13]([CH3:21])[C:14](=[O:20])[O:15][C:16]([CH3:19])([CH3:18])[CH3:17])=[O:12])=[C:4]2[C:3]=1[F:29].[CH3:30][C:31]1[CH:39]=[CH:38][C:34]([C:35]([OH:37])=[O:36])=[CH:33][C:32]=1B1OC(C)(C)C(C)(C)O1.C(=O)([O-])[O-].[Na+].[Na+].O1CCOCC1. Product: [C:16]([O:15][C:14]([N:13]([CH3:21])[C:11]([C:10]1[C:9]([C:22]2[CH:27]=[CH:26][C:25]([F:28])=[CH:24][CH:23]=2)=[N:8][N:5]2[CH:6]=[CH:7][C:2]([C:32]3[CH:33]=[C:34]([CH:38]=[CH:39][C:31]=3[CH3:30])[C:35]([OH:37])=[O:36])=[C:3]([F:29])[C:4]=12)=[O:12])=[O:20])([CH3:19])([CH3:18])[CH3:17]. The catalyst class is: 6.